This data is from Reaction yield outcomes from USPTO patents with 853,638 reactions. The task is: Predict the reaction yield, written as a fraction of the theoretical maximum amount of product (1.0 means a 100% yield; for example, 0.34 means a 34% yield). (1) The reactants are Br[C:2]1[CH:3]=[C:4]([N:22]([CH:24]2[CH2:28][CH2:27][CH2:26][CH2:25]2)[CH3:23])[C:5]([CH3:21])=[C:6]([CH:20]=1)[C:7]([NH:9][CH2:10][C:11]1[C:12](=[O:19])[NH:13][C:14]([CH3:18])=[CH:15][C:16]=1[CH3:17])=[O:8].[CH:29]([C:31]1[CH:36]=[CH:35][C:34](B(O)O)=[CH:33][CH:32]=1)=[O:30].C([O-])([O-])=O.[Na+].[Na+].C(Cl)Cl. The catalyst is O1CCOCC1.C1C=CC([P]([Pd]([P](C2C=CC=CC=2)(C2C=CC=CC=2)C2C=CC=CC=2)([P](C2C=CC=CC=2)(C2C=CC=CC=2)C2C=CC=CC=2)[P](C2C=CC=CC=2)(C2C=CC=CC=2)C2C=CC=CC=2)(C2C=CC=CC=2)C2C=CC=CC=2)=CC=1. The product is [CH:24]1([N:22]([CH3:23])[C:4]2[C:5]([CH3:21])=[C:6]([C:7]([NH:9][CH2:10][C:11]3[C:12](=[O:19])[NH:13][C:14]([CH3:18])=[CH:15][C:16]=3[CH3:17])=[O:8])[CH:20]=[C:2]([C:34]3[CH:35]=[CH:36][C:31]([CH:29]=[O:30])=[CH:32][CH:33]=3)[CH:3]=2)[CH2:28][CH2:27][CH2:26][CH2:25]1. The yield is 0.440. (2) The reactants are [CH3:1][C:2]([S:11][C:12]1[CH:17]=[CH:16][C:15](B2OC(C)(C)C(C)(C)O2)=[CH:14][CH:13]=1)([CH3:10])[C:3]([O:5][C:6]([CH3:9])([CH3:8])[CH3:7])=[O:4].Br[C:28]1[N:29]([CH2:37][CH2:38][CH2:39][CH2:40][CH3:41])[CH:30]=[C:31]([C:33]([O:35][CH3:36])=[O:34])[N:32]=1.C1(C)C=CC=CC=1. The catalyst is C1C=CC(P(C2C=CC=CC=2)[C-]2C=CC=C2)=CC=1.C1C=CC(P(C2C=CC=CC=2)[C-]2C=CC=C2)=CC=1.Cl[Pd]Cl.[Fe+2].O1CCOCC1. The product is [C:6]([O:5][C:3](=[O:4])[C:2]([S:11][C:12]1[CH:13]=[CH:14][C:15]([C:28]2[N:29]([CH2:37][CH2:38][CH2:39][CH2:40][CH3:41])[CH:30]=[C:31]([C:33]([O:35][CH3:36])=[O:34])[N:32]=2)=[CH:16][CH:17]=1)([CH3:1])[CH3:10])([CH3:7])([CH3:8])[CH3:9]. The yield is 0.990. (3) The reactants are [CH:1]([C:4]1([CH:10]([OH:14])[CH2:11][CH2:12][CH3:13])SCCCS1)([CH3:3])[CH3:2].C[OH:16]. The catalyst is C(#N)C. The product is [OH:14][CH:10]([CH2:11][CH2:12][CH3:13])[C:4](=[O:16])[CH:1]([CH3:3])[CH3:2]. The yield is 0.910. (4) The reactants are [I:1][C:2]1[CH:3]=[C:4]([NH2:9])[CH:5]=[CH:6][C:7]=1[I:8].N1C=CC=CC=1.[F:16][C:17]([F:28])([F:27])[C:18](O[C:18](=[O:19])[C:17]([F:28])([F:27])[F:16])=[O:19]. The catalyst is CC#N. The product is [I:1][C:2]1[CH:3]=[C:4]([NH:9][C:18](=[O:19])[C:17]([F:28])([F:27])[F:16])[CH:5]=[CH:6][C:7]=1[I:8]. The yield is 0.990. (5) The product is [N:1]1[C:5]2[CH:9]=[CH:8][O:7][C:6]=2[C:10]([OH:12])=[N:4][C:2]=1[OH:3]. The yield is 0.910. The catalyst is CO. The reactants are [NH:1]([C:5]1[CH:9]=[CH:8][O:7][C:6]=1[C:10]([O:12]CC)=O)[C:2]([NH2:4])=[O:3].[OH-].[Na+].Cl. (6) The reactants are C1(S([CH2:9][C:10]2[CH:11]=[CH:12][N:13]3[C:18]=2[C:17]([NH:19][C:20]2[CH:25]=[CH:24][C:23]([O:26][CH2:27][C:28]4[CH:33]=[CH:32][CH:31]=[C:30]([F:34])[CH:29]=4)=[C:22]([Cl:35])[CH:21]=2)=[N:16][CH:15]=[N:14]3)=O)C=CC=CC=1.[NH2:36][CH:37]1[CH2:42][CH2:41][NH:40][CH2:39][CH2:38]1. The catalyst is C(Cl)Cl. The product is [NH2:36][CH:37]1[CH2:42][CH2:41][N:40]([CH2:9][C:10]2[CH:11]=[CH:12][N:13]3[C:18]=2[C:17]([NH:19][C:20]2[CH:25]=[CH:24][C:23]([O:26][CH2:27][C:28]4[CH:33]=[CH:32][CH:31]=[C:30]([F:34])[CH:29]=4)=[C:22]([Cl:35])[CH:21]=2)=[N:16][CH:15]=[N:14]3)[CH2:39][CH2:38]1. The yield is 0.420. (7) The reactants are C(=O)([O-])[O-].[Na+].[Na+].[CH2:7]([O:9][C:10](=[O:14])[CH:11](Br)[CH3:12])[CH3:8].[O:15]=[S:16]1(=[O:41])[C:22]2[CH:23]=[C:24]([OH:28])[C:25]([Br:27])=[CH:26][C:21]=2[N:20]([C:29]2[CH:34]=[CH:33][CH:32]=[CH:31][CH:30]=2)[CH2:19][C:18]([CH2:37][CH2:38][CH2:39][CH3:40])([CH2:35][CH3:36])[CH2:17]1. The catalyst is [Br-].C([N+](CCCC)(CCCC)CCCC)CCC.CC#N. The product is [O:41]=[S:16]1(=[O:15])[C:22]2[CH:23]=[C:24]([O:28][CH:11]([C:10]([O:9][CH2:7][CH3:8])=[O:14])[CH3:12])[C:25]([Br:27])=[CH:26][C:21]=2[N:20]([C:29]2[CH:34]=[CH:33][CH:32]=[CH:31][CH:30]=2)[CH2:19][C:18]([CH2:37][CH2:38][CH2:39][CH3:40])([CH2:35][CH3:36])[CH2:17]1. The yield is 0.950. (8) The reactants are [Cl:1][C:2]1[CH:10]=[C:9]2[C:5]([CH:6]=[CH:7][N:8]2[S:11]([C:14]2[CH:19]=[CH:18][C:17]([O:20][CH2:21][C:22]([F:27])([F:26])[CH:23]([F:25])[F:24])=[C:16]([N:28]3[CH2:33][CH2:32][NH:31][CH2:30][CH2:29]3)[CH:15]=2)(=[O:13])=[O:12])=[CH:4][CH:3]=1.[C:34]([BH3-])#N.[Na+].C=O. The catalyst is CO. The product is [Cl:1][C:2]1[CH:10]=[C:9]2[C:5]([CH:6]=[CH:7][N:8]2[S:11]([C:14]2[CH:19]=[CH:18][C:17]([O:20][CH2:21][C:22]([F:26])([F:27])[CH:23]([F:24])[F:25])=[C:16]([N:28]3[CH2:29][CH2:30][N:31]([CH3:34])[CH2:32][CH2:33]3)[CH:15]=2)(=[O:12])=[O:13])=[CH:4][CH:3]=1. The yield is 0.876. (9) The reactants are [F:1][C:2]1[C:3]([C:23]2[N:27]=[CH:26][N:25](C3CCCCO3)[N:24]=2)=[CH:4][C:5]([CH3:22])=[C:6]([C:8]2[N:13]=[C:12]3[N:14]([CH:19]([CH3:21])[CH3:20])[C:15](=[O:18])[CH2:16][NH:17][C:11]3=[N:10][CH:9]=2)[CH:7]=1. The catalyst is Cl.C(=O)(O)[O-].[Na+]. The product is [F:1][C:2]1[C:3]([C:23]2[N:27]=[CH:26][NH:25][N:24]=2)=[CH:4][C:5]([CH3:22])=[C:6]([C:8]2[N:13]=[C:12]3[N:14]([CH:19]([CH3:21])[CH3:20])[C:15](=[O:18])[CH2:16][NH:17][C:11]3=[N:10][CH:9]=2)[CH:7]=1. The yield is 0.460. (10) The reactants are [CH3:1][Si:2]([CH3:27])([CH3:26])[CH2:3][CH2:4][O:5][C:6]([NH:8][CH2:9][C@@H:10]([NH:18]C(=O)OC(C)(C)C)[CH2:11][CH:12]1[CH2:17][CH2:16][CH2:15][CH2:14][CH2:13]1)=[O:7].C(OCC)C.CC1C=CC(S(O)(=O)=O)=CC=1. The catalyst is CCO.CCO.O. The product is [NH2:18][C@@H:10]([CH2:11][CH:12]1[CH2:13][CH2:14][CH2:15][CH2:16][CH2:17]1)[CH2:9][NH:8][C:6](=[O:7])[O:5][CH2:4][CH2:3][Si:2]([CH3:26])([CH3:27])[CH3:1]. The yield is 0.820.